From a dataset of Catalyst prediction with 721,799 reactions and 888 catalyst types from USPTO. Predict which catalyst facilitates the given reaction. (1) Reactant: [CH:1]([C:3]1[CH:18]=[CH:17][C:6]([O:7][C:8]2[CH:16]=[CH:15][C:11]([C:12]([NH2:14])=[O:13])=[CH:10][N:9]=2)=[CH:5][CH:4]=1)=O.[CH2:19]([N:26]1[CH2:30][CH2:29][C@@H:28]([NH2:31])[CH2:27]1)[C:20]1[CH:25]=[CH:24][CH:23]=[CH:22][CH:21]=1.[BH4-].[Na+]. Product: [CH2:19]([N:26]1[CH2:30][CH2:29][C@@H:28]([NH:31][CH2:1][C:3]2[CH:18]=[CH:17][C:6]([O:7][C:8]3[CH:16]=[CH:15][C:11]([C:12]([NH2:14])=[O:13])=[CH:10][N:9]=3)=[CH:5][CH:4]=2)[CH2:27]1)[C:20]1[CH:21]=[CH:22][CH:23]=[CH:24][CH:25]=1. The catalyst class is: 5. (2) Reactant: [C:1]([C:5]1[O:9][N:8]=[C:7]([NH:10][C:11]([C:13]([S:16][C:17](=O)[CH3:18])([CH3:15])[CH3:14])=[O:12])[CH:6]=1)([CH3:4])([CH3:3])[CH3:2].BrC[CH:22]1[CH2:26][CH2:25]C[O:23]1.[O-]CC.[Na+]. Product: [C:1]([C:5]1[O:9][N:8]=[C:7]([NH:10][C:11](=[O:12])[C:13]([CH3:15])([S:16][CH2:17][CH:18]2[CH2:25][CH2:26][CH2:22][O:23]2)[CH3:14])[CH:6]=1)([CH3:4])([CH3:3])[CH3:2]. The catalyst class is: 8.